The task is: Predict the reactants needed to synthesize the given product.. This data is from Full USPTO retrosynthesis dataset with 1.9M reactions from patents (1976-2016). (1) The reactants are: [CH3:1][S:2](Cl)(=[O:4])=[O:3].[Cl:6][C:7]1[CH:8]=[C:9]([CH:16]=[C:17]([Cl:19])[CH:18]=1)[CH:10]([OH:15])[C:11]([O:13][CH3:14])=[O:12].C(N(CC)CC)C.O. Given the product [Cl:6][C:7]1[CH:8]=[C:9]([CH:10]([O:15][S:2]([CH3:1])(=[O:4])=[O:3])[C:11]([O:13][CH3:14])=[O:12])[CH:16]=[C:17]([Cl:19])[CH:18]=1, predict the reactants needed to synthesize it. (2) The reactants are: CS(O[CH2:6][C:7]1[CH:12]=[CH:11][C:10]([CH2:13][CH2:14][NH:15][C:16]([C:18]2[CH:23]=[CH:22][C:21]([C:24]3[CH:29]=[CH:28][C:27]([Cl:30])=[CH:26][CH:25]=3)=[CH:20][CH:19]=2)=[O:17])=[CH:9][CH:8]=1)(=O)=O.[CH:31]1([CH2:34][NH2:35])[CH2:33][CH2:32]1. Given the product [CH:31]1([CH2:34][NH:35][CH2:6][C:7]2[CH:12]=[CH:11][C:10]([CH2:13][CH2:14][NH:15][C:16]([C:18]3[CH:23]=[CH:22][C:21]([C:24]4[CH:29]=[CH:28][C:27]([Cl:30])=[CH:26][CH:25]=4)=[CH:20][CH:19]=3)=[O:17])=[CH:9][CH:8]=2)[CH2:33][CH2:32]1, predict the reactants needed to synthesize it. (3) Given the product [CH2:1]([P:3]([OH:4])([CH2:6][C:7]([OH:8])=[O:13])=[O:5])[CH3:2], predict the reactants needed to synthesize it. The reactants are: [CH2:1]([P:3]([CH2:6][CH2:7][O:8]CCCC)(=[O:5])[OH:4])[CH3:2].[OH-:13].[Na+].C.OO. (4) Given the product [Cl:1][C:2]1[CH:3]=[C:4]([NH:9][C:10]([N:77]2[CH2:78][CH2:79][N:74]3[N:73]=[CH:72][C:71]([N:68]4[CH2:69][CH2:70][CH:66]([CH2:65][O:64][CH3:63])[CH2:67]4)=[C:75]3[CH2:76]2)=[O:18])[CH:5]=[CH:6][C:7]=1[F:8], predict the reactants needed to synthesize it. The reactants are: [Cl:1][C:2]1[CH:3]=[C:4]([NH:9][C:10](=[O:18])OC2C=CC=CC=2)[CH:5]=[CH:6][C:7]=1[F:8].ClC1N=C(NC(N2CCN3N=CC(C4C=CC(F)=CC=4)=C3C2)=O)C=CC=1F.COCC1CCCN1C1C=NN2CCNCC=12.[CH3:63][O:64][CH2:65][CH:66]1[CH2:70][CH2:69][N:68]([C:71]2[CH:72]=[N:73][N:74]3[CH2:79][CH2:78][NH:77][CH2:76][C:75]=23)[CH2:67]1.FC1C=CC(C2C=NN3CCNCC=23)=CC=1. (5) Given the product [Cl:1][C:2]1[C:3](=[O:9])[CH:4]=[CH:5][C:6](=[O:10])[CH:7]=1, predict the reactants needed to synthesize it. The reactants are: [Cl:1][C:2]1[CH:7]=[C:6](Cl)[CH:5]=[CH:4][C:3]=1[OH:9].[OH:10]O.